This data is from Forward reaction prediction with 1.9M reactions from USPTO patents (1976-2016). The task is: Predict the product of the given reaction. (1) Given the reactants [F:1][C:2]([F:13])([F:12])[C:3]1[CH:4]=[CH:5][C:6]([C:9]([OH:11])=O)=[N:7][CH:8]=1.C(Cl)(=O)C(Cl)=O.[NH2:20][C:21]1[N:25]([CH3:26])[N:24]=[CH:23][C:22]=1[C:27]([O:29][CH2:30][CH3:31])=[O:28].N1C=CC=CC=1, predict the reaction product. The product is: [CH3:26][N:25]1[C:21]([NH:20][C:9](=[O:11])[C:6]2[CH:5]=[CH:4][C:3]([C:2]([F:1])([F:13])[F:12])=[CH:8][N:7]=2)=[C:22]([C:27]([O:29][CH2:30][CH3:31])=[O:28])[CH:23]=[N:24]1. (2) Given the reactants [NH2:1][C:2]1[CH:7]=[CH:6][CH:5]=[CH:4][CH:3]=1.Cl[CH2:9][CH2:10][CH2:11][CH2:12][CH2:13][CH2:14][OH:15], predict the reaction product. The product is: [OH:15][CH2:14][CH2:13][CH2:12][CH2:11][CH2:10][CH2:9][N:1]([CH2:9][CH2:10][CH2:11][CH2:12][CH2:13][CH2:14][OH:15])[C:2]1[CH:7]=[CH:6][CH:5]=[CH:4][CH:3]=1. (3) Given the reactants [OH:1][CH2:2][C@H:3]([NH:6][C:7](=[O:13])[O:8][C:9]([CH3:12])([CH3:11])[CH3:10])[CH2:4][CH3:5].C(N(CC)CC)C, predict the reaction product. The product is: [O:1]=[CH:2][C@H:3]([NH:6][C:7](=[O:13])[O:8][C:9]([CH3:12])([CH3:11])[CH3:10])[CH2:4][CH3:5]. (4) Given the reactants Br[C:2]1[N:7]=[C:6]([NH2:8])[C:5]([N+:9]([O-:11])=[O:10])=[CH:4][CH:3]=1.[O:12]1[CH:16]=[CH:15][CH:14]=[C:13]1B(O)O.C(=O)([O-])[O-].[K+].[K+], predict the reaction product. The product is: [O:12]1[CH:16]=[CH:15][CH:14]=[C:13]1[C:2]1[N:7]=[C:6]([NH2:8])[C:5]([N+:9]([O-:11])=[O:10])=[CH:4][CH:3]=1. (5) The product is: [CH3:18][C@H:19]1[NH:20][C@@H:21]([CH3:25])[CH2:22][N:23]([C:2]2[N:7]=[N:6][C:5]([C:8]([F:11])([F:10])[F:9])=[C:4]([C:12]3[CH:17]=[CH:16][CH:15]=[CH:14][CH:13]=3)[CH:3]=2)[CH2:24]1. Given the reactants Cl[C:2]1[N:7]=[N:6][C:5]([C:8]([F:11])([F:10])[F:9])=[C:4]([C:12]2[CH:17]=[CH:16][CH:15]=[CH:14][CH:13]=2)[CH:3]=1.[CH3:18][C@H:19]1[CH2:24][NH:23][CH2:22][C@@H:21]([CH3:25])[NH:20]1.C(N(C(C)C)CC)(C)C.Cl, predict the reaction product. (6) The product is: [OH:8][C:9]1[CH:10]=[CH:11][C:12]([N:15]([CH3:67])[C:16]([C:18]2[CH:19]=[C:20]([C:27]3[CH:28]=[C:29]4[C:34](=[CH:35][C:36]=3[C:37]([N:39]3[C@H:48]([CH3:49])[CH2:47][C:46]5[C:41](=[CH:42][CH:43]=[CH:44][CH:45]=5)[CH2:40]3)=[O:38])[CH2:33][N:32]([C:50](=[O:66])[CH2:51][C:52]3[CH:53]=[CH:54][C:55]([CH2:58][N:59]5[CH2:60][CH2:61][N:62]([CH3:65])[CH2:63][CH2:64]5)=[CH:56][CH:57]=3)[CH2:31][CH2:30]4)[N:21]3[C:26]=2[CH2:25][CH2:24][CH2:23][CH2:22]3)=[O:17])=[CH:13][CH:14]=1. Given the reactants C([O:8][C:9]1[CH:14]=[CH:13][C:12]([N:15]([CH3:67])[C:16]([C:18]2[CH:19]=[C:20]([C:27]3[CH:28]=[C:29]4[C:34](=[CH:35][C:36]=3[C:37]([N:39]3[C@H:48]([CH3:49])[CH2:47][C:46]5[C:41](=[CH:42][CH:43]=[CH:44][CH:45]=5)[CH2:40]3)=[O:38])[CH2:33][N:32]([C:50](=[O:66])[CH2:51][C:52]3[CH:57]=[CH:56][C:55]([CH2:58][N:59]5[CH2:64][CH2:63][N:62]([CH3:65])[CH2:61][CH2:60]5)=[CH:54][CH:53]=3)[CH2:31][CH2:30]4)[N:21]3[C:26]=2[CH2:25][CH2:24][CH2:23][CH2:22]3)=[O:17])=[CH:11][CH:10]=1)C1C=CC=CC=1, predict the reaction product. (7) Given the reactants [Si:1]([O:18][CH2:19][CH2:20][NH:21][C:22]1[C:26]2[CH:27]=[N:28][C:29](Cl)=[CH:30][C:25]=2[N:24]([CH:32]([CH3:34])[CH3:33])[N:23]=1)([C:14]([CH3:17])([CH3:16])[CH3:15])([C:8]1[CH:13]=[CH:12][CH:11]=[CH:10][CH:9]=1)[C:2]1[CH:7]=[CH:6][CH:5]=[CH:4][CH:3]=1.[CH:35]1([S:38]([N:41]2[CH:45]=[C:44]([C:46]3[N:51]=[C:50]([NH2:52])[CH:49]=[CH:48][N:47]=3)[CH:43]=[N:42]2)(=[O:40])=[O:39])[CH2:37][CH2:36]1.C(=O)([O-])[O-].[Cs+].[Cs+].C1(P(C2CCCCC2)C2C=CC=CC=2C2C(C(C)C)=CC(C(C)C)=CC=2C(C)C)CCCCC1, predict the reaction product. The product is: [Si:1]([O:18][CH2:19][CH2:20][NH:21][C:22]1[C:26]2[CH:27]=[N:28][C:29]([NH:52][C:50]3[CH:49]=[CH:48][N:47]=[C:46]([C:44]4[CH:43]=[N:42][N:41]([S:38]([CH:35]5[CH2:37][CH2:36]5)(=[O:40])=[O:39])[CH:45]=4)[N:51]=3)=[CH:30][C:25]=2[N:24]([CH:32]([CH3:34])[CH3:33])[N:23]=1)([C:14]([CH3:17])([CH3:16])[CH3:15])([C:8]1[CH:13]=[CH:12][CH:11]=[CH:10][CH:9]=1)[C:2]1[CH:7]=[CH:6][CH:5]=[CH:4][CH:3]=1.